This data is from Forward reaction prediction with 1.9M reactions from USPTO patents (1976-2016). The task is: Predict the product of the given reaction. (1) Given the reactants [CH3:1][O:2][C:3]1[CH:15]=[C:14]([O:16][CH3:17])[CH:13]=[CH:12][C:4]=1[CH2:5][NH:6][C:7]1[S:8][CH:9]=[CH:10][N:11]=1.C[Si]([N-][Si](C)(C)C)(C)C.[Li+].[O:28]=[C:29]1[C:38]2[C:33](=[CH:34][C:35]([S:39](OC3C(F)=C(F)C(F)=C(F)C=3F)(=[O:41])=[O:40])=[CH:36][CH:37]=2)[N:32]=[CH:31][NH:30]1, predict the reaction product. The product is: [CH3:1][O:2][C:3]1[CH:15]=[C:14]([O:16][CH3:17])[CH:13]=[CH:12][C:4]=1[CH2:5][N:6]([C:7]1[S:8][CH:9]=[CH:10][N:11]=1)[S:39]([C:35]1[CH:34]=[C:33]2[C:38]([C:29](=[O:28])[NH:30][CH:31]=[N:32]2)=[CH:37][CH:36]=1)(=[O:41])=[O:40]. (2) Given the reactants [CH3:1][O:2][C:3]1[C:7]2[C:8](=[O:25])[N:9]([CH2:16][C:17](=[O:24])[C:18]3[CH:23]=[CH:22][CH:21]=[CH:20][CH:19]=3)[C:10]3[CH:11]=[CH:12][CH:13]=[CH:14][C:15]=3[C:6]=2[S:5][C:4]=1[C:26]([N:28]1[CH2:33][CH2:32][CH2:31][CH2:30][CH:29]1[CH2:34][NH:35]C(=O)OC(C)(C)C)=[O:27].C(OC(=O)C)C.[ClH:49], predict the reaction product. The product is: [ClH:49].[NH2:35][CH2:34][CH:29]1[CH2:30][CH2:31][CH2:32][CH2:33][N:28]1[C:26]([C:4]1[S:5][C:6]2[C:15]3[CH:14]=[CH:13][CH:12]=[CH:11][C:10]=3[N:9]([CH2:16][C:17](=[O:24])[C:18]3[CH:19]=[CH:20][CH:21]=[CH:22][CH:23]=3)[C:8](=[O:25])[C:7]=2[C:3]=1[O:2][CH3:1])=[O:27]. (3) Given the reactants [C:1]([O:5][C:6]([N:8]1[C:12]2=[C:13]([NH:28][S:29](C3(CC=C)CC3)(=[O:31])=[O:30])[C:14]([NH:19][C:20]3[CH:25]=[CH:24][C:23]([Br:26])=[CH:22][C:21]=3[F:27])=[C:15]([CH3:18])[C:16](=[O:17])[N:11]2[CH2:10][CH2:9]1)=[O:7])([CH3:4])([CH3:3])[CH3:2].C[N+]1([O-])CC[O:42][CH2:41]C1.[CH3:46]O.[CH2:48]1[CH2:52][O:51][CH2:50][CH2:49]1, predict the reaction product. The product is: [C:1]([O:5][C:6]([N:8]1[C:12]2=[C:13]([NH:28][S:29]([C:49]3([CH2:48][CH:52]([OH:51])[CH2:41][OH:42])[CH2:46][CH2:50]3)(=[O:31])=[O:30])[C:14]([NH:19][C:20]3[CH:25]=[CH:24][C:23]([Br:26])=[CH:22][C:21]=3[F:27])=[C:15]([CH3:18])[C:16](=[O:17])[N:11]2[CH2:10][CH2:9]1)=[O:7])([CH3:4])([CH3:2])[CH3:3]. (4) Given the reactants Cl[C:2]1[N:6]([CH3:7])[N:5]=[CH:4][C:3]=1[N+:8]([O-:10])=[O:9].[CH3:11][N:12]1[CH2:17][CH:16]=[C:15](B2OC(C)(C)C(C)(C)O2)[CH2:14][CH2:13]1.C([O-])([O-])=O.[Na+].[Na+].CC([O-])=O.[K+], predict the reaction product. The product is: [CH3:11][N:12]1[CH2:13][CH:14]=[C:15]([C:2]2[N:6]([CH3:7])[N:5]=[CH:4][C:3]=2[N+:8]([O-:10])=[O:9])[CH2:16][CH2:17]1.